From a dataset of Full USPTO retrosynthesis dataset with 1.9M reactions from patents (1976-2016). Predict the reactants needed to synthesize the given product. (1) Given the product [Cl:27][CH2:26][CH2:25][CH2:24][O:1][C:2]1[CH:10]=[CH:9][C:8]2[N:7]3[C@H:11]([CH3:16])[CH2:12][NH:13][C:14](=[O:15])[C:6]3=[CH:5][C:4]=2[CH:3]=1, predict the reactants needed to synthesize it. The reactants are: [OH:1][C:2]1[CH:10]=[CH:9][C:8]2[N:7]3[C@H:11]([CH3:16])[CH2:12][NH:13][C:14](=[O:15])[C:6]3=[CH:5][C:4]=2[CH:3]=1.C(=O)([O-])[O-].[K+].[K+].Br[CH2:24][CH2:25][CH2:26][Cl:27]. (2) Given the product [F:1][C:2]([F:33])([F:32])[C:3]1[CH:4]=[C:5]([C@H:13]2[O:17][C:16](=[O:18])[N:15]([CH2:19][C:20]3[CH:25]=[C:24]([C:26]([F:29])([F:28])[F:27])[CH:23]=[CH:22][C:21]=3[B:34]3[O:38][C:37]([CH3:40])([CH3:39])[C:36]([CH3:42])([CH3:41])[O:35]3)[C@H:14]2[CH3:31])[CH:6]=[C:7]([C:9]([F:12])([F:11])[F:10])[CH:8]=1, predict the reactants needed to synthesize it. The reactants are: [F:1][C:2]([F:33])([F:32])[C:3]1[CH:4]=[C:5]([C@H:13]2[O:17][C:16](=[O:18])[N:15]([CH2:19][C:20]3[CH:25]=[C:24]([C:26]([F:29])([F:28])[F:27])[CH:23]=[CH:22][C:21]=3I)[C@H:14]2[CH3:31])[CH:6]=[C:7]([C:9]([F:12])([F:11])[F:10])[CH:8]=1.[B:34]1([B:34]2[O:38][C:37]([CH3:40])([CH3:39])[C:36]([CH3:42])([CH3:41])[O:35]2)[O:38][C:37]([CH3:40])([CH3:39])[C:36]([CH3:42])([CH3:41])[O:35]1.ClCCl.CC([O-])=O.[K+]. (3) Given the product [NH:9]1[CH:13]=[C:12]([C:14]2[CH:19]=[C:18]([O:20][C:21]3[CH:26]=[CH:25][C:24]([NH:27][C:28]([NH:30][C:31]4[N:35]([CH3:36])[N:34]=[C:33]([C:37]([CH3:39])([CH3:38])[CH3:40])[CH:32]=4)=[O:29])=[C:23]([F:41])[CH:22]=3)[CH:17]=[CH:16][N:15]=2)[N:11]=[N:10]1, predict the reactants needed to synthesize it. The reactants are: C(OC[N:9]1[CH:13]=[C:12]([C:14]2[CH:19]=[C:18]([O:20][C:21]3[CH:26]=[CH:25][C:24]([NH:27][C:28]([NH:30][C:31]4[N:35]([CH3:36])[N:34]=[C:33]([C:37]([CH3:40])([CH3:39])[CH3:38])[CH:32]=4)=[O:29])=[C:23]([F:41])[CH:22]=3)[CH:17]=[CH:16][N:15]=2)[N:11]=[N:10]1)(=O)C(C)(C)C.[OH-].[Na+].